Dataset: Reaction yield outcomes from USPTO patents with 853,638 reactions. Task: Predict the reaction yield, written as a fraction of the theoretical maximum amount of product (1.0 means a 100% yield; for example, 0.34 means a 34% yield). (1) The reactants are [CH2:1]([O:8][C:9](=[O:22])[NH:10][CH2:11][CH2:12][CH2:13][CH2:14][C:15]1[CH:20]=[CH:19][C:18]([OH:21])=[CH:17][CH:16]=1)[C:2]1[CH:7]=[CH:6][CH:5]=[CH:4][CH:3]=1.C(=O)([O-])[O-].[K+].[K+].[I-].[Na+].Br[CH2:32][C:33]([O:35][CH2:36][CH3:37])=[O:34]. The catalyst is CN(C=O)C.O. The product is [CH2:36]([O:35][C:33](=[O:34])[CH2:32][O:21][C:18]1[CH:19]=[CH:20][C:15]([CH2:14][CH2:13][CH2:12][CH2:11][NH:10][C:9]([O:8][CH2:1][C:2]2[CH:7]=[CH:6][CH:5]=[CH:4][CH:3]=2)=[O:22])=[CH:16][CH:17]=1)[CH3:37]. The yield is 0.890. (2) The reactants are [C-:1]#[C-:2].[Li+].[Li+].[Na+].[I-].Cl[CH2:8][CH2:9][CH2:10][CH2:11][CH2:12][CH2:13][CH2:14][CH2:15][CH2:16][CH:17]([O:21][CH2:22][CH3:23])[O:18][CH2:19][CH3:20].N#N. The catalyst is CS(C)=O. The product is [CH2:19]([O:18][CH:17]([O:21][CH2:22][CH3:23])[CH2:16][CH2:15][CH2:14][CH2:13][CH2:12][CH2:11][CH2:10][CH2:9][CH2:8][C:1]#[CH:2])[CH3:20]. The yield is 0.930.